This data is from Forward reaction prediction with 1.9M reactions from USPTO patents (1976-2016). The task is: Predict the product of the given reaction. (1) Given the reactants [CH3:1][C:2]1[N:3]=[CH:4][N:5]([C:7]2[CH:8]=[C:9]([CH:11]=[C:12]([C:14]([F:17])([F:16])[F:15])[CH:13]=2)[NH2:10])[CH:6]=1.[CH2:18]([O:20][C:21]1[C:26](=[O:27])[NH:25][CH:24]=[C:23]([C:28]2[CH:33]=[CH:32][C:31]([CH2:34][C:35](O)=[O:36])=[C:30]([F:38])[CH:29]=2)[CH:22]=1)[CH3:19].C1C=CC2N(O)N=NC=2C=1.C(Cl)C[Cl:51].CCN(CC)CC, predict the reaction product. The product is: [ClH:51].[CH2:18]([O:20][C:21]1[C:26](=[O:27])[NH:25][CH:24]=[C:23]([C:28]2[CH:33]=[CH:32][C:31]([CH2:34][C:35]([NH:10][C:9]3[CH:11]=[C:12]([C:14]([F:17])([F:15])[F:16])[CH:13]=[C:7]([N:5]4[CH:6]=[C:2]([CH3:1])[N:3]=[CH:4]4)[CH:8]=3)=[O:36])=[C:30]([F:38])[CH:29]=2)[CH:22]=1)[CH3:19]. (2) Given the reactants [Br:1][C:2]1[CH:7]=[CH:6][CH:5]=[CH:4][C:3]=1I.[CH3:9][O:10][C:11]1[CH:16]=[CH:15][CH:14]=[CH:13][C:12]=1B(O)O.C([O-])([O-])=O.[Na+].[Na+], predict the reaction product. The product is: [Br:1][C:2]1[CH:7]=[CH:6][CH:5]=[CH:4][C:3]=1[C:12]1[CH:13]=[CH:14][CH:15]=[CH:16][C:11]=1[O:10][CH3:9].